This data is from Full USPTO retrosynthesis dataset with 1.9M reactions from patents (1976-2016). The task is: Predict the reactants needed to synthesize the given product. (1) Given the product [Cl:1][C:2]1[C:3]([C:9](=[N:26][OH:27])[CH2:10][NH:11][C:12](=[O:23])[C:13]2[CH:18]=[CH:17][CH:16]=[CH:15][C:14]=2[C:19]([F:22])([F:21])[F:20])=[N:4][CH:5]=[C:6]([Cl:8])[CH:7]=1, predict the reactants needed to synthesize it. The reactants are: [Cl:1][C:2]1[C:3]([C:9](=O)[CH2:10][NH:11][C:12](=[O:23])[C:13]2[CH:18]=[CH:17][CH:16]=[CH:15][C:14]=2[C:19]([F:22])([F:21])[F:20])=[N:4][CH:5]=[C:6]([Cl:8])[CH:7]=1.Cl.[NH2:26][OH:27].C([O-])(=O)C.[Na+]. (2) Given the product [Cl:33][C:18]1[C:17]2[C:12](=[CH:13][C:14]([CH3:21])=[CH:15][CH:16]=2)[N:11]=[C:10]([C:4]2[C:5]([CH3:9])=[CH:6][CH:7]=[CH:8][C:3]=2[O:2][CH3:1])[N:19]=1, predict the reactants needed to synthesize it. The reactants are: [CH3:1][O:2][C:3]1[CH:8]=[CH:7][CH:6]=[C:5]([CH3:9])[C:4]=1[C:10]1[NH:19][C:18](=O)[C:17]2[C:12](=[CH:13][C:14]([CH3:21])=[CH:15][CH:16]=2)[N:11]=1.CN(C)C1C=CC=CC=1.O=P(Cl)(Cl)[Cl:33].C([O-])(O)=O.[Na+]. (3) The reactants are: C(=O)([O-])[O-].[K+].[K+].[C:7]([O:14][CH3:15])(=[O:13])[CH2:8][C:9]([O:11][CH3:12])=[O:10].[CH:16]([C:18]([CH3:20])=[O:19])=[CH2:17].CC(OC)(C)C. Given the product [CH3:12][O:11][C:9](=[O:10])[CH:8]([CH2:17][CH2:16][C:18](=[O:19])[CH3:20])[C:7]([O:14][CH3:15])=[O:13], predict the reactants needed to synthesize it. (4) The reactants are: [Cl:1][C:2]1[CH:3]=[C:4]2[C:9](=[CH:10][C:11]=1[O:12][C:13]1[CH:21]=[CH:20][C:16]([C:17]([OH:19])=O)=[CH:15][CH:14]=1)[O:8][CH2:7][CH2:6][CH:5]2[C:22]([O:24][CH2:25][CH3:26])=[O:23].[Cl:27][C:28]1[CH:29]=[C:30]([CH2:34][CH2:35][NH2:36])[CH:31]=[CH:32][CH:33]=1.Cl.CN(C)CCCN=C=NCC.ON1C2N=CC=CC=2N=N1. Given the product [Cl:1][C:2]1[CH:3]=[C:4]2[C:9](=[CH:10][C:11]=1[O:12][C:13]1[CH:21]=[CH:20][C:16]([C:17](=[O:19])[NH:36][CH2:35][CH2:34][C:30]3[CH:31]=[CH:32][CH:33]=[C:28]([Cl:27])[CH:29]=3)=[CH:15][CH:14]=1)[O:8][CH2:7][CH2:6][CH:5]2[C:22]([O:24][CH2:25][CH3:26])=[O:23], predict the reactants needed to synthesize it. (5) Given the product [F:15][C:14]([F:17])([F:16])[CH:8]([C:7]1[CH:6]=[CH:5][C:4]([N+:1]([O-:3])=[O:2])=[CH:11][CH:10]=1)[OH:9], predict the reactants needed to synthesize it. The reactants are: [N+:1]([C:4]1[CH:11]=[CH:10][C:7]([CH:8]=[O:9])=[CH:6][CH:5]=1)([O-:3])=[O:2].C[Si](C)(C)[C:14]([F:17])([F:16])[F:15].[F-].C([N+](CCCC)(CCCC)CCCC)CCC. (6) Given the product [F:1][C:2]([F:7])([F:6])[C:3]([OH:5])=[O:4].[F:8][C:9]([F:14])([F:13])[C:10]([OH:12])=[O:11].[Cl:15][C:16]1[CH:17]=[N:18][C:19]2[NH:20][C:21]3[CH:22]=[CH:23][CH:24]=[C:25]([CH:43]=3)[CH2:26][CH2:27][C:28]3[CH:36]=[C:32]([NH:33][C:34]=1[N:35]=2)[CH:31]=[CH:30][C:29]=3[N:37]1[CH2:42][CH2:41][N:40]([C:45]([NH:44][C:47]2[CH:54]=[CH:53][C:50]([C:51]#[N:52])=[CH:49][CH:48]=2)=[O:46])[CH2:39][CH2:38]1, predict the reactants needed to synthesize it. The reactants are: [F:1][C:2]([F:7])([F:6])[C:3]([OH:5])=[O:4].[F:8][C:9]([F:14])([F:13])[C:10]([OH:12])=[O:11].[Cl:15][C:16]1[CH:17]=[N:18][C:19]2[NH:20][C:21]3[CH:22]=[CH:23][CH:24]=[C:25]([CH:43]=3)[CH2:26][CH2:27][C:28]3[CH:36]=[C:32]([NH:33][C:34]=1[N:35]=2)[CH:31]=[CH:30][C:29]=3[N:37]1[CH2:42][CH2:41][NH:40][CH2:39][CH2:38]1.[N:44]([C:47]1[CH:54]=[CH:53][C:50]([C:51]#[N:52])=[CH:49][CH:48]=1)=[C:45]=[O:46]. (7) Given the product [F:13][C:10]1[CH:11]=[CH:12][C:7]([C:5]2[C:4]([C:14]3[CH:19]=[CH:18][N:17]=[C:16]([F:20])[CH:15]=3)=[CH:3][NH:2][N:23]=2)=[CH:8][CH:9]=1, predict the reactants needed to synthesize it. The reactants are: C[N:2](C)[CH:3]=[C:4]([C:14]1[CH:19]=[CH:18][N:17]=[C:16]([F:20])[CH:15]=1)[C:5]([C:7]1[CH:12]=[CH:11][C:10]([F:13])=[CH:9][CH:8]=1)=O.C[N:23](C)C=C(C1C=CN=CC=1)C(C1C=CC(F)=CC=1)=O. (8) Given the product [F:1][C:2]1[CH:7]=[CH:6][C:5]([N:8]2[C:16]3[CH:15]=[CH:14][CH:13]=[C:12]([C:17]([O-:19])=[O:18])[C:11]=3[C:10]([CH2:21][NH:22][C@@H:23]3[CH:28]4[CH2:27][CH2:26][N:25]([CH2:30][CH2:29]4)[CH2:24]3)=[N:9]2)=[CH:4][CH:3]=1.[Li+:34], predict the reactants needed to synthesize it. The reactants are: [F:1][C:2]1[CH:7]=[CH:6][C:5]([N:8]2[C:16]3[CH:15]=[CH:14][CH:13]=[C:12]([C:17]([O:19]C)=[O:18])[C:11]=3[C:10]([CH2:21][NH:22][C@@H:23]3[CH:28]4[CH2:29][CH2:30][N:25]([CH2:26][CH2:27]4)[CH2:24]3)=[N:9]2)=[CH:4][CH:3]=1.O.O.[OH-].[Li+:34].